This data is from Acute oral toxicity (LD50) regression data from Zhu et al.. The task is: Regression/Classification. Given a drug SMILES string, predict its toxicity properties. Task type varies by dataset: regression for continuous values (e.g., LD50, hERG inhibition percentage) or binary classification for toxic/non-toxic outcomes (e.g., AMES mutagenicity, cardiotoxicity, hepatotoxicity). Dataset: ld50_zhu. The compound is O=C(O)COc1nn(Cc2ccccc2)c2ccccc12. The rat oral LD50 is 2.37, given as -log10 of the dose in mol/kg body weight (higher means more acutely toxic).